Dataset: Reaction yield outcomes from USPTO patents with 853,638 reactions. Task: Predict the reaction yield, written as a fraction of the theoretical maximum amount of product (1.0 means a 100% yield; for example, 0.34 means a 34% yield). (1) The reactants are [Br:1][C:2]1[C:3]([N:17]2[CH2:22][CH2:21][CH2:20][C@@H:19]([NH:23]C(=O)OC(C)(C)C)[CH2:18]2)=[C:4]2[C:10]([NH:11][C:12]([NH:14][CH2:15][CH3:16])=[O:13])=[CH:9][NH:8][C:5]2=[N:6][CH:7]=1.C(O)(C(F)(F)F)=O.C(Cl)[Cl:39]. No catalyst specified. The product is [ClH:39].[NH2:23][C@@H:19]1[CH2:20][CH2:21][CH2:22][N:17]([C:3]2[C:2]([Br:1])=[CH:7][N:6]=[C:5]3[NH:8][CH:9]=[C:10]([NH:11][C:12]([NH:14][CH2:15][CH3:16])=[O:13])[C:4]=23)[CH2:18]1. The yield is 0.815. (2) The reactants are [Cl:1][C:2]1[C:3](=[O:12])[N:4]([CH2:9][O:10][CH3:11])[N:5]=[CH:6][C:7]=1Cl.[CH3:13][O-:14].[Na+]. The catalyst is CO. The product is [Cl:1][C:2]1[C:3](=[O:12])[N:4]([CH2:9][O:10][CH3:11])[N:5]=[CH:6][C:7]=1[O:14][CH3:13]. The yield is 0.980. (3) The reactants are [CH3:1][C:2]1([CH3:15])[C:10]2[C:5](=[CH:6][C:7]([N+:11]([O-])=O)=[CH:8][CH:9]=2)[NH:4][C:3]1=[O:14].[H][H]. The catalyst is [Pd].CO.C(OCC)(=O)C. The product is [NH2:11][C:7]1[CH:6]=[C:5]2[C:10]([C:2]([CH3:15])([CH3:1])[C:3](=[O:14])[NH:4]2)=[CH:9][CH:8]=1. The yield is 0.950. (4) The reactants are CS(O)(=O)=O.[NH2:6][CH2:7][C:8]1[CH:9]=[C:10]2[C:14](=[CH:15][CH:16]=1)[C:13](=[O:17])[N:12]([CH:18]1[CH2:23][CH2:22][C:21](=[O:24])[NH:20][C:19]1=[O:25])[CH2:11]2.[CH3:26][C:27]1[CH:28]=[C:29]([N:34]=[C:35]=[O:36])[CH:30]=[CH:31][C:32]=1[CH3:33].C(N(CC)CC)C.Cl. The catalyst is C(#N)C. The product is [CH3:26][C:27]1[CH:28]=[C:29]([NH:34][C:35]([NH:6][CH2:7][C:8]2[CH:9]=[C:10]3[C:14](=[CH:15][CH:16]=2)[C:13](=[O:17])[N:12]([CH:18]2[CH2:23][CH2:22][C:21](=[O:24])[NH:20][C:19]2=[O:25])[CH2:11]3)=[O:36])[CH:30]=[CH:31][C:32]=1[CH3:33]. The yield is 0.710. (5) The reactants are Br[C:2]1[C:10]2[O:9][CH2:8][CH:7]([C:11]3[CH:16]=[CH:15][C:14]([CH:17]([CH3:19])[CH3:18])=[CH:13][CH:12]=3)[C:6]=2[C:5]([CH3:20])=[C:4]([NH:21][C:22](=[O:28])[CH2:23][C:24]([CH3:27])([CH3:26])[CH3:25])[C:3]=1[CH3:29].[C:30]1(B(O)O)[CH:35]=[CH:34][CH:33]=[CH:32][CH:31]=1.C(=O)([O-])[O-].[Na+].[Na+].COCCOC. The catalyst is C(OCC)(=O)C.C1(P(C2C=CC=CC=2)C2C=CC=CC=2)C=CC=CC=1.C1(P(C2C=CC=CC=2)C2C=CC=CC=2)C=CC=CC=1.C1(P(C2C=CC=CC=2)C2C=CC=CC=2)C=CC=CC=1.C1(P(C2C=CC=CC=2)C2C=CC=CC=2)C=CC=CC=1.[Pd]. The product is [CH:17]([C:14]1[CH:13]=[CH:12][C:11]([CH:7]2[C:6]3[C:5]([CH3:20])=[C:4]([NH:21][C:22](=[O:28])[CH2:23][C:24]([CH3:25])([CH3:27])[CH3:26])[C:3]([CH3:29])=[C:2]([C:30]4[CH:35]=[CH:34][CH:33]=[CH:32][CH:31]=4)[C:10]=3[O:9][CH2:8]2)=[CH:16][CH:15]=1)([CH3:18])[CH3:19]. The yield is 0.570.